Task: Predict which catalyst facilitates the given reaction.. Dataset: Catalyst prediction with 721,799 reactions and 888 catalyst types from USPTO Reactant: [NH2:1][C:2]1[N:7]2[N:8]=[C:9]([CH3:11])[CH:10]=[C:6]2[N:5]=[CH:4][C:3]=1C(NN)=O.C[CH2:17][OH:18].Cl.[N:20]([O-])=O.[Na+]. Product: [CH3:11][C:9]1[CH:10]=[C:6]2[N:5]=[CH:4][C:3]3[NH:20][C:17](=[O:18])[NH:1][C:2]=3[N:7]2[N:8]=1. The catalyst class is: 6.